This data is from Catalyst prediction with 721,799 reactions and 888 catalyst types from USPTO. The task is: Predict which catalyst facilitates the given reaction. (1) The catalyst class is: 502. Reactant: Br.[NH2:2][C:3]1[C:4]([OH:17])=[C:5]([C:9]2[O:13][C:12]([C:14]([OH:16])=[O:15])=[CH:11][CH:10]=2)[CH:6]=[CH:7][CH:8]=1.[N:18]([O-])=O.[Na+].[CH3:22][C:23]1([CH3:39])[C:31]2[C:26](=[CH:27][CH:28]=[C:29]([N:32]3[C:36](=[O:37])[CH2:35][C:34]([CH3:38])=[N:33]3)[CH:30]=2)[CH2:25][CH2:24]1.C(=O)(O)[O-].[Na+]. Product: [CH3:22][C:23]1([CH3:39])[C:31]2[C:26](=[CH:27][CH:28]=[C:29]([N:32]3[C:36](=[O:37])[C:35](=[N:18][NH:2][C:3]4[C:4]([OH:17])=[C:5]([C:9]5[O:13][C:12]([C:14]([OH:16])=[O:15])=[CH:11][CH:10]=5)[CH:6]=[CH:7][CH:8]=4)[C:34]([CH3:38])=[N:33]3)[CH:30]=2)[CH2:25][CH2:24]1. (2) Reactant: [CH3:1][C:2]12[CH2:12][CH:6]3[CH2:7][C:8]([CH3:11])([CH2:10][C:4]([C:13](O)=O)([CH2:5]3)[CH2:3]1)[CH2:9]2.CS(Cl)(=O)=O.[NH3:21].Cl. Product: [CH3:1][C:2]12[CH2:12][CH:6]3[CH2:7][C:8]([CH3:11])([CH2:10][C:4]([C:13]#[N:21])([CH2:5]3)[CH2:3]1)[CH2:9]2. The catalyst class is: 17.